Task: Predict the reaction yield, written as a fraction of the theoretical maximum amount of product (1.0 means a 100% yield; for example, 0.34 means a 34% yield).. Dataset: Reaction yield outcomes from USPTO patents with 853,638 reactions The reactants are [NH2:1][C:2]1[CH:10]=[CH:9][C:8]([N+:11]([O-:13])=[O:12])=[CH:7][C:3]=1[C:4]([OH:6])=O.[NH2:14][C:15](N)=[O:16].[OH-].[Na+]. The catalyst is CC(O)=O. The product is [N+:11]([C:8]1[CH:7]=[C:3]2[C:2](=[CH:10][CH:9]=1)[NH:1][C:15](=[O:16])[NH:14][C:4]2=[O:6])([O-:13])=[O:12]. The yield is 0.728.